Dataset: Catalyst prediction with 721,799 reactions and 888 catalyst types from USPTO. Task: Predict which catalyst facilitates the given reaction. (1) Reactant: [F:1][C:2]1[CH:3]=[CH:4][C:5]([C:8]2[N:12]=[C:11]([C:13]3[CH:18]=[C:17]([N+:19]([O-])=O)[CH:16]=[C:15]([C:22]#[N:23])[CH:14]=3)[O:10][N:9]=2)=[N:6][CH:7]=1.C(=O)([O-])[O-].[K+].[K+].[CH2:30](I)[CH3:31]. Product: [F:1][C:2]1[CH:3]=[CH:4][C:5]([C:8]2[N:12]=[C:11]([C:13]3[CH:18]=[C:17]([NH:19][CH2:30][CH3:31])[CH:16]=[C:15]([C:22]#[N:23])[CH:14]=3)[O:10][N:9]=2)=[N:6][CH:7]=1. The catalyst class is: 42. (2) The catalyst class is: 28. Product: [CH3:8][C@@:9]12[C@H:17]3[O:18][C@@:16]3([CH:19]([OH:20])[C:3](=[CH2:4])[CH2:2][OH:7])[CH2:15][C@@H:14]1[CH:13]=[CH:12][CH2:11][C@H:10]2[CH3:21]. Reactant: [Li][CH2:2][CH2:3][CH2:4]C.I[OH:7].[CH3:8][C@@:9]12[C@H:17]3[O:18][C@@:16]3([CH:19]=[O:20])[CH2:15][C@@H:14]1[CH:13]=[CH:12][CH2:11][C@H:10]2[CH3:21]. (3) Reactant: [N+:1]([C:4]1[CH:5]=[C:6]([S:14]([CH:17]2[CH2:22][N:21]([CH:23]=[O:24])[CH2:20][CH2:19][O:18]2)(=[O:16])=[O:15])[CH:7]=[C:8]([C:10]([F:13])([F:12])[F:11])[CH:9]=1)([O-])=O. Product: [NH2:1][C:4]1[CH:5]=[C:6]([S:14]([CH:17]2[CH2:22][N:21]([CH:23]=[O:24])[CH2:20][CH2:19][O:18]2)(=[O:16])=[O:15])[CH:7]=[C:8]([C:10]([F:13])([F:11])[F:12])[CH:9]=1. The catalyst class is: 50. (4) Reactant: [F:1][C:2]1([CH2:18]OS(C)(=O)=O)[CH2:7][CH2:6][N:5]([C:8]([O:10][CH2:11][C:12]2[CH:17]=[CH:16][CH:15]=[CH:14][CH:13]=2)=[O:9])[CH2:4][CH2:3]1.[N-:24]=[N+:25]=[N-:26].[Na+]. Product: [N:24]([CH2:18][C:2]1([F:1])[CH2:7][CH2:6][N:5]([C:8]([O:10][CH2:11][C:12]2[CH:17]=[CH:16][CH:15]=[CH:14][CH:13]=2)=[O:9])[CH2:4][CH2:3]1)=[N+:25]=[N-:26]. The catalyst class is: 3. (5) Reactant: [Cl:1][C:2]1[S:6][C:5]([C:7]([NH:9][CH2:10][C:11]2[N:12]=[CH:13][N:14]([C:16]3[CH:21]=[CH:20][C:19](I)=[CH:18][CH:17]=3)[CH:15]=2)=[O:8])=[CH:4][CH:3]=1.[OH:23][C:24]1[N:25]=[N:26][CH:27]=[CH:28][CH:29]=1.OC1C=CC=C2C=1N=CC=C2.C([O-])([O-])=O.[K+].[K+]. Product: [Cl:1][C:2]1[S:6][C:5]([C:7]([NH:9][CH2:10][C:11]2[N:12]=[CH:13][N:14]([C:16]3[CH:21]=[CH:20][C:19]([N:25]4[C:24](=[O:23])[CH:29]=[CH:28][CH:27]=[N:26]4)=[CH:18][CH:17]=3)[CH:15]=2)=[O:8])=[CH:4][CH:3]=1. The catalyst class is: 156.